Dataset: Full USPTO retrosynthesis dataset with 1.9M reactions from patents (1976-2016). Task: Predict the reactants needed to synthesize the given product. (1) Given the product [N:15]1([CH2:14][C:8]2[C:7]3[C:11](=[CH:12][CH:13]=[C:5]([C:3]([O-:4])=[O:2])[CH:6]=3)[NH:10][CH:9]=2)[CH2:20][CH2:19][CH2:18][CH2:17][CH2:16]1.[K+:22], predict the reactants needed to synthesize it. The reactants are: C[O:2][C:3]([C:5]1[CH:6]=[C:7]2[C:11](=[CH:12][CH:13]=1)[NH:10][CH:9]=[C:8]2[CH2:14][N:15]1[CH2:20][CH2:19][CH2:18][CH2:17][CH2:16]1)=[O:4].[OH-].[K+:22]. (2) Given the product [F:1][C:2]([F:7])([F:6])[C:3]([OH:5])=[O:4].[NH2:8][C@H:9]([C:14]([NH:16][CH2:2][C:3]([NH:8][C@H:9]([C:14]([N:16]1[CH2:43][CH2:42][CH2:41][C@@H:17]1[C:18]([NH:20][CH2:21][CH2:22][CH2:23][NH:24][C:25]1[C:38]2[C:37](=[O:39])[C:36]3[C:31](=[CH:32][CH:33]=[CH:34][CH:35]=3)[C:30](=[O:40])[C:29]=2[CH:28]=[CH:27][CH:26]=1)=[O:19])=[O:15])[CH2:10][CH:11]([CH3:12])[CH3:13])=[O:5])=[O:15])[CH2:10][CH:11]([CH3:13])[CH3:12], predict the reactants needed to synthesize it. The reactants are: [F:1][C:2]([F:7])([F:6])[C:3]([OH:5])=[O:4].[NH2:8][C@H:9]([C:14]([N:16]1[CH2:43][CH2:42][CH2:41][C@@H:17]1[C:18]([NH:20][CH2:21][CH2:22][CH2:23][NH:24][C:25]1[C:38]2[C:37](=[O:39])[C:36]3[C:31](=[CH:32][CH:33]=[CH:34][CH:35]=3)[C:30](=[O:40])[C:29]=2[CH:28]=[CH:27][CH:26]=1)=[O:19])=[O:15])[CH2:10][CH:11]([CH3:13])[CH3:12].